This data is from Reaction yield outcomes from USPTO patents with 853,638 reactions. The task is: Predict the reaction yield, written as a fraction of the theoretical maximum amount of product (1.0 means a 100% yield; for example, 0.34 means a 34% yield). (1) The reactants are [C:1]([C:3]1[CH:8]=[CH:7][C:6]([CH:9]2[CH2:14][CH2:13][N:12]([C:15]([C:17]3[C:18]([CH3:43])=[CH:19][C:20]([CH:39]4[CH2:42][CH2:41][CH2:40]4)=[C:21]([C:23]4[NH:38][C:26]5[CH2:27][N:28](C(OC(C)(C)C)=O)[CH2:29][CH2:30][C:25]=5[N:24]=4)[CH:22]=3)=[O:16])[CH2:11][CH2:10]2)=[CH:5][CH:4]=1)#[N:2]. The catalyst is ClCCl.FC(F)(F)C(O)=O.Cl.O. The product is [CH:39]1([C:20]2[C:21]([C:23]3[NH:38][C:26]4[CH2:27][NH:28][CH2:29][CH2:30][C:25]=4[N:24]=3)=[CH:22][C:17]([C:15]([N:12]3[CH2:11][CH2:10][CH:9]([C:6]4[CH:7]=[CH:8][C:3]([C:1]#[N:2])=[CH:4][CH:5]=4)[CH2:14][CH2:13]3)=[O:16])=[C:18]([CH3:43])[CH:19]=2)[CH2:40][CH2:41][CH2:42]1. The yield is 0.370. (2) The reactants are [C:1]([C:4]1[C:5](=[O:16])[NH:6][C:7]2[C:12]([CH:13]=1)=[CH:11][C:10]([Cl:14])=[C:9]([F:15])[CH:8]=2)(=O)[CH3:2].[CH3:17][C:18]([S@@:21]([NH2:23])=[O:22])([CH3:20])[CH3:19].[BH4-].[Na+]. The catalyst is C1COCC1. The product is [Cl:14][C:10]1[CH:11]=[C:12]2[C:7](=[CH:8][C:9]=1[F:15])[NH:6][C:5](=[O:16])[C:4]([C@@H:1]([NH:23][S@:21]([C:18]([CH3:20])([CH3:19])[CH3:17])=[O:22])[CH3:2])=[CH:13]2. The yield is 0.490.